Dataset: Full USPTO retrosynthesis dataset with 1.9M reactions from patents (1976-2016). Task: Predict the reactants needed to synthesize the given product. (1) Given the product [OH:19][N:18]=[C:9]([C:5]1[CH:6]=[CH:7][CH:8]=[C:3]([S:2][CH3:1])[CH:4]=1)[C:11]1[N:15]([CH3:16])[N:14]=[N:13][N:12]=1, predict the reactants needed to synthesize it. The reactants are: [CH3:1][S:2][C:3]1[CH:4]=[C:5]([C:9]([C:11]2[N:15]([CH3:16])[N:14]=[N:13][N:12]=2)=O)[CH:6]=[CH:7][CH:8]=1.Cl.[NH2:18][OH:19]. (2) Given the product [ClH:17].[F:35][C:30]1[CH:29]=[C:28]([C:25]2[N:26]([CH3:27])[C:22]([S:21][CH2:20][CH2:19][CH2:18][N:11]3[CH2:10][CH2:9][C:8]4[CH:14]=[C:15]5[N:16]=[C:3]([CH2:1][CH3:2])[O:4][C:5]5=[CH:6][C:7]=4[CH2:13][CH2:12]3)=[N:23][N:24]=2)[CH:33]=[CH:32][C:31]=1[F:34], predict the reactants needed to synthesize it. The reactants are: [CH2:1]([C:3]1[O:4][C:5]2[C:15]([N:16]=1)=[CH:14][C:8]1[CH2:9][CH2:10][NH:11][CH2:12][CH2:13][C:7]=1[CH:6]=2)[CH3:2].[Cl:17][CH2:18][CH2:19][CH2:20][S:21][C:22]1[N:26]([CH3:27])[C:25]([C:28]2[CH:33]=[CH:32][C:31]([F:34])=[C:30]([F:35])[CH:29]=2)=[N:24][N:23]=1. (3) Given the product [C:14]1([NH:13][C:11]2[C:10]3[C:5](=[CH:6][CH:7]=[CH:8][CH:9]=3)[N:4]=[C:3]([CH2:2][NH:1][S:30]([C:20]3[C:29]4[C:24](=[CH:25][CH:26]=[CH:27][CH:28]=4)[CH:23]=[CH:22][CH:21]=3)(=[O:32])=[O:31])[N:12]=2)[CH:19]=[CH:18][CH:17]=[CH:16][CH:15]=1, predict the reactants needed to synthesize it. The reactants are: [NH2:1][CH2:2][C:3]1[N:12]=[C:11]([NH:13][C:14]2[CH:19]=[CH:18][CH:17]=[CH:16][CH:15]=2)[C:10]2[C:5](=[CH:6][CH:7]=[CH:8][CH:9]=2)[N:4]=1.[C:20]1([S:30](Cl)(=[O:32])=[O:31])[C:29]2[C:24](=[CH:25][CH:26]=[CH:27][CH:28]=2)[CH:23]=[CH:22][CH:21]=1.N1C=CC=CC=1. (4) Given the product [CH3:1][O:2][C:3]1[CH:11]=[CH:10][CH:9]=[C:8]2[C:4]=1[C:5]([CH:14]=[CH:24][N+:21]([O-:23])=[O:22])=[C:6]([O:19][CH3:16])[NH:7]2, predict the reactants needed to synthesize it. The reactants are: [CH3:1][O:2][C:3]1[C:11](OC)=[CH:10][CH:9]=[C:8]2[C:4]=1[C:5]([CH:14]=O)=[CH:6][NH:7]2.[C:16]([O-:19])(=O)C.[NH4+].[N+:21]([CH3:24])([O-:23])=[O:22]. (5) Given the product [Br:8][C:9]1[C:10]([O:5][CH2:4][CH:1]2[CH2:3][CH2:2]2)=[CH:11][C:12]([O:15][CH3:16])=[N:13][CH:14]=1, predict the reactants needed to synthesize it. The reactants are: [CH:1]1([CH2:4][OH:5])[CH2:3][CH2:2]1.[H-].[Na+].[Br:8][C:9]1[C:10](Cl)=[CH:11][C:12]([O:15][CH3:16])=[N:13][CH:14]=1. (6) Given the product [CH:20]([N:16]1[C:17](=[O:19])[CH2:18][N:13]2[N:12]=[C:11]([NH:10][C:4]3[C:5](=[O:9])[N:6]([CH3:8])[CH:7]=[C:2]([B:24]4[O:28][C:27]([CH3:30])([CH3:29])[C:26]([CH3:32])([CH3:31])[O:25]4)[CH:3]=3)[CH:23]=[C:14]2[CH2:15]1)([CH3:22])[CH3:21], predict the reactants needed to synthesize it. The reactants are: Br[C:2]1[CH:3]=[C:4]([NH:10][C:11]2[CH:23]=[C:14]3[CH2:15][N:16]([CH:20]([CH3:22])[CH3:21])[C:17](=[O:19])[CH2:18][N:13]3[N:12]=2)[C:5](=[O:9])[N:6]([CH3:8])[CH:7]=1.[B:24]1([B:24]2[O:28][C:27]([CH3:30])([CH3:29])[C:26]([CH3:32])([CH3:31])[O:25]2)[O:28][C:27]([CH3:30])([CH3:29])[C:26]([CH3:32])([CH3:31])[O:25]1.C([O-])(=O)C.[K+]. (7) Given the product [F:25][C:22]1[CH:23]=[CH:24][C:19]([O:18][CH2:17][CH2:16][O:1][C:2]2[CH:9]=[CH:8][C:5]([CH2:6][C:12]#[N:13])=[CH:4][C:3]=2[O:10][CH3:11])=[CH:20][CH:21]=1, predict the reactants needed to synthesize it. The reactants are: [OH:1][C:2]1[CH:9]=[CH:8][C:5]([CH2:6]O)=[CH:4][C:3]=1[O:10][CH3:11].[C-:12]#[N:13].[Na+].Br[CH2:16][CH2:17][O:18][C:19]1[CH:24]=[CH:23][C:22]([F:25])=[CH:21][CH:20]=1.O.